The task is: Predict the reactants needed to synthesize the given product.. This data is from Full USPTO retrosynthesis dataset with 1.9M reactions from patents (1976-2016). (1) Given the product [Cl:28][C:23]1[N:24]=[C:25]([CH3:27])[NH:26][C:22]=1[C:20]([NH:19][CH2:18][C:13]1[CH:14]=[CH:15][C:16]([Cl:17])=[C:11]([O:10][C:4]2[CH:3]=[C:2]([CH:30]=[CH2:31])[CH:7]=[C:6]([C:8]#[N:9])[CH:5]=2)[C:12]=1[F:29])=[O:21], predict the reactants needed to synthesize it. The reactants are: Br[C:2]1[CH:3]=[C:4]([O:10][C:11]2[C:12]([F:29])=[C:13]([CH2:18][NH:19][C:20]([C:22]3[NH:26][C:25]([CH3:27])=[N:24][C:23]=3[Cl:28])=[O:21])[CH:14]=[CH:15][C:16]=2[Cl:17])[CH:5]=[C:6]([C:8]#[N:9])[CH:7]=1.[CH:30]([B-](F)(F)F)=[CH2:31].[K+]. (2) Given the product [CH3:9][C:1]1[CH:6]=[CH:5][CH:4]=[CH:3][C:2]=1[C:7](=[O:8])[CH2:11][CH2:10][C:12](=[O:13])[CH3:14], predict the reactants needed to synthesize it. The reactants are: [C:1]1([CH3:9])[C:2]([CH:7]=[O:8])=[CH:3][CH:4]=[CH:5][CH:6]=1.[CH:10]([C:12]([CH3:14])=[O:13])=[CH2:11].C(N(CC)CC)C.O. (3) Given the product [CH3:15][C:16]1[CH:31]=[C:30]([CH3:32])[CH:29]=[CH:28][C:17]=1[CH2:18][C:2]1[C:9]([C:10]#[N:11])=[C:8]([OH:12])[C:7]([O:13][CH3:14])=[CH:6][C:3]=1[C:4]#[N:5], predict the reactants needed to synthesize it. The reactants are: Br[C:2]1[C:9]([C:10]#[N:11])=[C:8]([OH:12])[C:7]([O:13][CH3:14])=[CH:6][C:3]=1[C:4]#[N:5].[CH3:15][C:16]1[CH:31]=[C:30]([CH3:32])[CH:29]=[CH:28][C:17]=1[CH2:18]B1OC(C)(C)C(C)(C)O1.C(Cl)Cl.C(=O)([O-])O.[Na+]. (4) Given the product [CH2:1]([O:3][C:4]([C:6]1[C:10]2[CH:11]=[CH:12][C:13]([C:38]3[CH:39]=[C:34]([CH3:33])[CH:35]=[CH:36][CH:37]=3)=[CH:14][C:9]=2[O:8][C:7]=1[C:23](=[O:32])[C:24]1[CH:29]=[CH:28][C:27]([Cl:30])=[CH:26][C:25]=1[Cl:31])=[O:5])[CH3:2], predict the reactants needed to synthesize it. The reactants are: [CH2:1]([O:3][C:4]([C:6]1[C:10]2[CH:11]=[CH:12][C:13](OS(C(F)(F)F)(=O)=O)=[CH:14][C:9]=2[O:8][C:7]=1[C:23](=[O:32])[C:24]1[CH:29]=[CH:28][C:27]([Cl:30])=[CH:26][C:25]=1[Cl:31])=[O:5])[CH3:2].[CH3:33][C:34]1[CH:35]=[C:36](B(O)O)[CH:37]=[CH:38][CH:39]=1.C(=O)([O-])[O-].[K+].[K+].